This data is from Forward reaction prediction with 1.9M reactions from USPTO patents (1976-2016). The task is: Predict the product of the given reaction. Given the reactants OC(C(F)(F)F)=O.[NH:8]1[CH2:11][CH:10]([NH:12][C:13](=[O:30])[CH2:14][NH:15][C:16]2[C:24]3[C:19](=[CH:20][CH:21]=[C:22]([C:25]([F:28])([F:27])[F:26])[CH:23]=3)[N:18]([CH3:29])[N:17]=2)[CH2:9]1.[OH:31][C:32]1([C:39]2[CH:40]=[N:41][C:42]([CH3:45])=[CH:43][CH:44]=2)[CH2:37][CH2:36][C:35](=O)[CH2:34][CH2:33]1, predict the reaction product. The product is: [OH:31][C:32]1([C:39]2[CH:40]=[N:41][C:42]([CH3:45])=[CH:43][CH:44]=2)[CH2:33][CH2:34][CH:35]([N:8]2[CH2:9][CH:10]([NH:12][C:13](=[O:30])[CH2:14][NH:15][C:16]3[C:24]4[C:19](=[CH:20][CH:21]=[C:22]([C:25]([F:27])([F:26])[F:28])[CH:23]=4)[N:18]([CH3:29])[N:17]=3)[CH2:11]2)[CH2:36][CH2:37]1.